From a dataset of Full USPTO retrosynthesis dataset with 1.9M reactions from patents (1976-2016). Predict the reactants needed to synthesize the given product. (1) Given the product [CH2:25]([N:27]1[CH2:31][CH2:30][C@H:29]([C:32]([NH:42][CH2:43][C:44]2[CH:49]=[C:48]([F:50])[CH:47]=[CH:46][C:45]=2[S:51]([NH:54][C:55]2[C:64]([C:65]([O:67][CH3:68])=[O:66])=[C:63]3[C:58]([CH:59]4[CH2:69][CH:60]4[CH2:61][O:62]3)=[CH:57][CH:56]=2)(=[O:52])=[O:53])=[O:34])[CH2:28]1)[CH3:26], predict the reactants needed to synthesize it. The reactants are: CN(C(ON1N=NC2C=CC=NC1=2)=[N+](C)C)C.F[P-](F)(F)(F)(F)F.[CH2:25]([N:27]1[CH2:31][CH2:30][C@H:29]([C:32]([OH:34])=O)[CH2:28]1)[CH3:26].CN1CCOCC1.[NH2:42][CH2:43][C:44]1[CH:49]=[C:48]([F:50])[CH:47]=[CH:46][C:45]=1[S:51]([NH:54][C:55]1[C:64]([C:65]([O:67][CH3:68])=[O:66])=[C:63]2[C:58]([CH:59]3[CH2:69][CH:60]3[CH2:61][O:62]2)=[CH:57][CH:56]=1)(=[O:53])=[O:52]. (2) Given the product [NH2:28][C:19]1[C:20]2[CH:25]=[C:1]([CH:7]([OH:10])[CH2:9][OH:30])[S:2][C:21]=2[N:22]=[C:17]([C:15]2[O:16][C:12]([CH3:11])=[CH:13][CH:14]=2)[N:18]=1, predict the reactants needed to synthesize it. The reactants are: [CH3:1][S:2](N)(=O)=O.C[C:7]([OH:10])([CH3:9])C.[CH3:11][C:12]1[O:16][C:15]([C:17]2[N:18]=[C:19]([NH2:28])[C:20]3[CH:25]=C(C=C)S[C:21]=3[N:22]=2)=[CH:14][CH:13]=1.S([O-])([O-])=[O:30].[Na+].[Na+]. (3) Given the product [OH:13][CH2:14][C:15]1[CH:16]=[C:17]([CH:18]=[CH:19][CH:20]=1)[O:21][C:2]1[CH:12]=[CH:11][C:5]([C:6]([O:8][CH2:9][CH3:10])=[O:7])=[CH:4][N:3]=1, predict the reactants needed to synthesize it. The reactants are: Cl[C:2]1[CH:12]=[CH:11][C:5]([C:6]([O:8][CH2:9][CH3:10])=[O:7])=[CH:4][N:3]=1.[OH:13][CH2:14][C:15]1[CH:16]=[C:17]([OH:21])[CH:18]=[CH:19][CH:20]=1.C(=O)([O-])[O-].[K+].[K+].CN1CCCC1=O. (4) Given the product [NH2:19][CH2:18][CH2:17][N:9]1[CH2:10][C:11]2[CH:16]=[CH:15][CH:14]=[CH:13][C:12]=2[N:6]([C:4](=[O:5])[C:3]2[CH:31]=[CH:32][C:33]([N:35]3[CH2:36][CH2:37][CH2:38][CH2:39]3)=[CH:34][C:2]=2[Cl:1])[CH2:7][C:8]1=[O:30], predict the reactants needed to synthesize it. The reactants are: [Cl:1][C:2]1[CH:34]=[C:33]([N:35]2[CH2:39][CH2:38][CH2:37][CH2:36]2)[CH:32]=[CH:31][C:3]=1[C:4]([N:6]1[C:12]2[CH:13]=[CH:14][CH:15]=[CH:16][C:11]=2[CH2:10][N:9]([CH2:17][CH2:18][N:19]2C(=O)C3C(=CC=CC=3)C2=O)[C:8](=[O:30])[CH2:7]1)=[O:5].O.NN.